Dataset: Full USPTO retrosynthesis dataset with 1.9M reactions from patents (1976-2016). Task: Predict the reactants needed to synthesize the given product. (1) Given the product [F:1][C:2]1[CH:7]=[CH:6][C:5]([NH:8][C:9]2[C:10]3[C:17]([CH3:18])=[C:16]([C:19]([NH2:31])=[O:20])[S:15][C:11]=3[N:12]=[CH:13][N:14]=2)=[C:4]([O:22][C@H:23]2[CH2:28][CH2:27][C@H:26]([O:29][CH3:30])[CH2:25][CH2:24]2)[CH:3]=1, predict the reactants needed to synthesize it. The reactants are: [F:1][C:2]1[CH:7]=[CH:6][C:5]([NH:8][C:9]2[C:10]3[C:17]([CH3:18])=[C:16]([C:19](O)=[O:20])[S:15][C:11]=3[N:12]=[CH:13][N:14]=2)=[C:4]([O:22][C@H:23]2[CH2:28][CH2:27][C@H:26]([O:29][CH3:30])[CH2:25][CH2:24]2)[CH:3]=1.[NH3:31]. (2) Given the product [CH3:21][CH:15]1[CH2:16][O:17][CH2:18][CH:19]([CH3:20])[N:14]1[C:12]1[N:11]=[C:10]([C:22]2[CH:27]=[CH:26][C:25]([NH:28][C:29](=[O:30])[NH:31][CH3:32])=[CH:24][CH:23]=2)[N:9]=[C:8]([C:5]2[CH:4]=[CH:3][C:2]([NH:1][C:43]([NH:42][C:39]3[CH:40]=[CH:41][C:36]([C:33]([NH2:34])=[O:35])=[CH:37][CH:38]=3)=[O:44])=[CH:7][CH:6]=2)[N:13]=1, predict the reactants needed to synthesize it. The reactants are: [NH2:1][C:2]1[CH:7]=[CH:6][C:5]([C:8]2[N:13]=[C:12]([N:14]3[CH:19]([CH3:20])[CH2:18][O:17][CH2:16][CH:15]3[CH3:21])[N:11]=[C:10]([C:22]3[CH:27]=[CH:26][C:25]([NH:28][C:29]([NH:31][CH3:32])=[O:30])=[CH:24][CH:23]=3)[N:9]=2)=[CH:4][CH:3]=1.[C:33]([C:36]1[CH:41]=[CH:40][C:39]([NH:42][C:43](=O)[O:44]C2C=CC=CC=2)=[CH:38][CH:37]=1)(=[O:35])[NH2:34].